This data is from Reaction yield outcomes from USPTO patents with 853,638 reactions. The task is: Predict the reaction yield, written as a fraction of the theoretical maximum amount of product (1.0 means a 100% yield; for example, 0.34 means a 34% yield). (1) The reactants are Br[C:2]1[CH:7]=[CH:6][C:5]([CH:8]2[C:12]3[CH:13]=[C:14]([NH:19][C:20](=[O:26])[CH2:21][C:22]([CH3:25])([CH3:24])[CH3:23])[C:15]([CH3:18])=[C:16]([CH3:17])[C:11]=3[O:10][C:9]2([CH3:28])[CH3:27])=[CH:4][CH:3]=1.C([Li])CCC.CN([CH:37]=[O:38])C.O. The catalyst is C1COCC1. The product is [CH:37]([C:2]1[CH:7]=[CH:6][C:5]([CH:8]2[C:12]3[CH:13]=[C:14]([NH:19][C:20](=[O:26])[CH2:21][C:22]([CH3:23])([CH3:24])[CH3:25])[C:15]([CH3:18])=[C:16]([CH3:17])[C:11]=3[O:10][C:9]2([CH3:28])[CH3:27])=[CH:4][CH:3]=1)=[O:38]. The yield is 0.460. (2) The reactants are [Cl:1][C:2]1[CH:10]=[C:9]2[C:5]([C:6]([CH:11]=[O:12])=[CH:7][NH:8]2)=[CH:4][C:3]=1[C:13]1[CH:18]=[CH:17][C:16]([C:19]2([CH2:23][OH:24])[CH2:22][CH2:21][CH2:20]2)=[CH:15][CH:14]=1.CC(=CC)C.Cl([O-])=[O:31].[Na+].O.OP([O-])(O)=O.[Na+]. The catalyst is C(#N)C.C(O)(C)(C)C.O. The product is [Cl:1][C:2]1[CH:10]=[C:9]2[C:5]([C:6]([C:11]([OH:31])=[O:12])=[CH:7][NH:8]2)=[CH:4][C:3]=1[C:13]1[CH:18]=[CH:17][C:16]([C:19]2([CH2:23][OH:24])[CH2:22][CH2:21][CH2:20]2)=[CH:15][CH:14]=1. The yield is 0.320.